The task is: Predict the reactants needed to synthesize the given product.. This data is from Full USPTO retrosynthesis dataset with 1.9M reactions from patents (1976-2016). Given the product [S:27]1[CH:28]=[CH:29][N:30]=[C:26]1[C:10]([C@@H:7]1[CH2:8][CH2:9][C@H:5]([C:3]([O:2][CH3:1])=[O:4])[CH2:6]1)=[O:12], predict the reactants needed to synthesize it. The reactants are: [CH3:1][O:2][C:3]([C@H:5]1[CH2:9][CH2:8][C@@H:7]([C:10]([OH:12])=O)[CH2:6]1)=[O:4].CN(C=O)C.C(Cl)(=O)C(Cl)=O.C[Si](C)(C)[C:26]1[S:27][CH:28]=[CH:29][N:30]=1.